Dataset: Reaction yield outcomes from USPTO patents with 853,638 reactions. Task: Predict the reaction yield, written as a fraction of the theoretical maximum amount of product (1.0 means a 100% yield; for example, 0.34 means a 34% yield). (1) The reactants are [Si:1]([O:18][CH2:19][C@@H:20]1[C@H:24]2[O:25][C:26]([CH3:29])([CH3:28])[O:27][C@H:23]2[CH:22]([C:30](=[CH:33][NH:34][CH2:35][C:36]#[N:37])[C:31]#[N:32])[O:21]1)([C:14]([CH3:17])([CH3:16])[CH3:15])([C:8]1[CH:13]=[CH:12][CH:11]=[CH:10][CH:9]=1)[C:2]1[CH:7]=[CH:6][CH:5]=[CH:4][CH:3]=1.ClC(OCC)=O.N12CCCN=C1CCCCC2.C([O-])([O-])=O.[K+].[K+]. The catalyst is ClCCl. The product is [NH2:32][C:31]1[C:30]([CH:22]2[C@H:23]3[C@H:24]([O:25][C:26]([CH3:29])([CH3:28])[O:27]3)[C@@H:20]([CH2:19][O:18][Si:1]([C:14]([CH3:17])([CH3:16])[CH3:15])([C:8]3[CH:9]=[CH:10][CH:11]=[CH:12][CH:13]=3)[C:2]3[CH:7]=[CH:6][CH:5]=[CH:4][CH:3]=3)[O:21]2)=[CH:33][NH:34][C:35]=1[C:36]#[N:37]. The yield is 0.480. (2) The reactants are [Br:1][C:2]1[CH:10]=[C:9]2[C:5]([CH2:6][C:7]3([CH2:22][CH2:21][C:20]4(OCC[O:23]4)[CH2:19][CH2:18]3)[C:8]2=[N:11]S(C(C)(C)C)=O)=[CH:4][CH:3]=1.Cl. The catalyst is O1CCOCC1. The product is [Br:1][C:2]1[CH:10]=[C:9]2[C:5]([CH2:6][C:7]3([CH2:22][CH2:21][C:20](=[O:23])[CH2:19][CH2:18]3)[C:8]2=[NH:11])=[CH:4][CH:3]=1. The yield is 1.00. (3) The reactants are Cl.O1CCOCC1.[NH2:8][C:9]1[N:10]=[CH:11][C:12]([C:26]2[CH2:27][CH2:28][N:29](C(OC(C)(C)C)=O)[CH2:30][CH:31]=2)=[N:13][C:14]=1[C:15]1[N:19]=[C:18]([C:20]2[CH:25]=[CH:24][CH:23]=[CH:22][CH:21]=2)[O:17][N:16]=1. The catalyst is CO. The product is [C:20]1([C:18]2[O:17][N:16]=[C:15]([C:14]3[C:9]([NH2:8])=[N:10][CH:11]=[C:12]([C:26]4[CH2:27][CH2:28][NH:29][CH2:30][CH:31]=4)[N:13]=3)[N:19]=2)[CH:21]=[CH:22][CH:23]=[CH:24][CH:25]=1. The yield is 0.990.